From a dataset of Catalyst prediction with 721,799 reactions and 888 catalyst types from USPTO. Predict which catalyst facilitates the given reaction. Product: [CH3:37][S:38]([OH:41])(=[O:40])=[O:39].[CH3:1][C:2]1[CH:7]=[CH:6][C:5]([NH:8][C:9](=[O:23])[C:10]2[CH:11]=[CH:12][C:13]([CH2:16][N:17]3[CH2:18][CH2:19][NH:20][CH2:21][CH2:22]3)=[CH:14][CH:15]=2)=[CH:4][C:3]=1[NH:24][C:25]1[N:30]=[C:29]([C:31]2[CH:32]=[N:33][CH:34]=[CH:35][CH:36]=2)[CH:28]=[CH:27][N:26]=1. Reactant: [CH3:1][C:2]1[CH:7]=[CH:6][C:5]([NH:8][C:9](=[O:23])[C:10]2[CH:15]=[CH:14][C:13]([CH2:16][N:17]3[CH2:22][CH2:21][NH:20][CH2:19][CH2:18]3)=[CH:12][CH:11]=2)=[CH:4][C:3]=1[NH:24][C:25]1[N:30]=[C:29]([C:31]2[CH:32]=[N:33][CH:34]=[CH:35][CH:36]=2)[CH:28]=[CH:27][N:26]=1.[CH3:37][S:38]([OH:41])(=[O:40])=[O:39].C(OCC)(=O)C. The catalyst class is: 8.